This data is from HIV replication inhibition screening data with 41,000+ compounds from the AIDS Antiviral Screen. The task is: Binary Classification. Given a drug SMILES string, predict its activity (active/inactive) in a high-throughput screening assay against a specified biological target. (1) The compound is CN1CCOC1c1ccccc1O. The result is 0 (inactive). (2) The compound is CCOC(=O)CCC(NC(=O)c1ccc(Nc2nc3ccc(C(F)(F)F)cc3nc2-c2ccccc2)cc1)C(=O)OCC. The result is 0 (inactive). (3) The compound is COc1cccc(C=NNC(=O)C(C)SC(C)C(=O)NN=Cc2cccc(OC)c2)c1. The result is 0 (inactive). (4) The molecule is O=C(NN=Cc1cccnc1)c1ccncc1. The result is 0 (inactive). (5) The drug is Cc1cc(N(CCC#N)S(C)(=O)=O)ccc1C=O. The result is 0 (inactive). (6) The drug is CCCC[Sn]1(CCCC)OC(=O)c2cccc(OC)c2O1. The result is 0 (inactive).